The task is: Predict which catalyst facilitates the given reaction.. This data is from Catalyst prediction with 721,799 reactions and 888 catalyst types from USPTO. (1) Reactant: [NH2:1][C:2]12[CH2:9][CH:8]3[CH2:10][C:4]([C:11]4[CH:16]=[CH:15][C:14]([N:17]5[CH2:21][CH2:20][NH:19][C:18]5=[O:22])=[CH:13][CH:12]=4)([CH2:5][CH:6]1[CH2:7]3)[CH2:3]2.C([O-])([O-])=O.[K+].[K+].Cl[CH2:30][C:31]([N:33]1[CH2:37][CH2:36][CH2:35][C@H:34]1[C:38]#[N:39])=[O:32]. Product: [O:22]=[C:18]1[NH:19][CH2:20][CH2:21][N:17]1[C:14]1[CH:13]=[CH:12][C:11]([C:4]23[CH2:10][CH:8]4[CH2:9][C:2]([NH:1][CH2:30][C:31]([N:33]5[CH2:37][CH2:36][CH2:35][C@H:34]5[C:38]#[N:39])=[O:32])([CH2:3]2)[CH:6]([CH2:7]4)[CH2:5]3)=[CH:16][CH:15]=1. The catalyst class is: 197. (2) Reactant: Br[C:2]1[N:3]=[C:4]([C@@H:17]2[CH2:21][C@H:20]([CH3:22])[CH2:19][N:18]2[C:23]([O:25][C:26]([CH3:29])([CH3:28])[CH3:27])=[O:24])[N:5]([CH2:9][O:10][CH2:11][CH2:12][Si:13]([CH3:16])([CH3:15])[CH3:14])[C:6]=1[CH:7]=O.C([O-])C.[Na+].[SH:34][CH2:35][C:36]([O:38][CH2:39][CH3:40])=[O:37]. Product: [C:26]([O:25][C:23]([N:18]1[CH2:19][C@@H:20]([CH3:22])[CH2:21][C@H:17]1[C:4]1[N:5]([CH2:9][O:10][CH2:11][CH2:12][Si:13]([CH3:16])([CH3:14])[CH3:15])[C:6]2[CH:7]=[C:35]([C:36]([O:38][CH2:39][CH3:40])=[O:37])[S:34][C:2]=2[N:3]=1)=[O:24])([CH3:27])([CH3:29])[CH3:28]. The catalyst class is: 14.